Dataset: Reaction yield outcomes from USPTO patents with 853,638 reactions. Task: Predict the reaction yield, written as a fraction of the theoretical maximum amount of product (1.0 means a 100% yield; for example, 0.34 means a 34% yield). (1) The reactants are [OH-].[Na+:2].[Cl:3][C:4]1[CH:5]=[CH:6][C:7]([NH:14][C:15]([C:17]2[CH:22]=[CH:21][CH:20]=[C:19]([C:23]3[CH:24]=[N:25][C:26]4[C:31]([CH:32]=3)=[CH:30][CH:29]=[CH:28][CH:27]=4)[CH:18]=2)=[O:16])=[C:8]([CH:13]=1)[C:9]([O:11]C)=[O:10]. The catalyst is C1COCC1. The product is [Cl:3][C:4]1[CH:5]=[CH:6][C:7]([NH:14][C:15]([C:17]2[CH:22]=[CH:21][CH:20]=[C:19]([C:23]3[CH:24]=[N:25][C:26]4[C:31]([CH:32]=3)=[CH:30][CH:29]=[CH:28][CH:27]=4)[CH:18]=2)=[O:16])=[C:8]([CH:13]=1)[C:9]([O-:11])=[O:10].[Na+:2]. The yield is 0.770. (2) The reactants are [O:1]=[S:2]1(=[O:30])[CH2:7][CH2:6][N:5]([C:8]([C:10]2[NH:11][C:12]3[C:17]([CH:18]=2)=[CH:16][C:15]([C:19]([N:21]2[CH2:26][CH2:25][N:24]([CH:27]([CH3:29])[CH3:28])[CH2:23][CH2:22]2)=[O:20])=[CH:14][CH:13]=3)=[O:9])[CH2:4][CH2:3]1.[H-].[Na+].Br[CH:34]([CH3:36])[CH3:35]. The catalyst is CN(C)C=O. The product is [O:30]=[S:2]1(=[O:1])[CH2:7][CH2:6][N:5]([C:8]([C:10]2[N:11]([CH:34]([CH3:36])[CH3:35])[C:12]3[C:17]([CH:18]=2)=[CH:16][C:15]([C:19]([N:21]2[CH2:22][CH2:23][N:24]([CH:27]([CH3:28])[CH3:29])[CH2:25][CH2:26]2)=[O:20])=[CH:14][CH:13]=3)=[O:9])[CH2:4][CH2:3]1. The yield is 0.420. (3) The reactants are [CH3:1][NH:2][S:3]([C:6]1[CH:11]=[CH:10][C:9](B(O)O)=[CH:8][CH:7]=1)(=[O:5])=[O:4].[C:15]([O:19][C:20](=[O:29])[NH:21][C:22]1[CH:27]=[CH:26][CH:25]=[C:24](Br)[N:23]=1)([CH3:18])([CH3:17])[CH3:16].C([O-])([O-])=O.[K+].[K+]. The catalyst is CN(C=O)C.O.C1C=CC([P]([Pd]([P](C2C=CC=CC=2)(C2C=CC=CC=2)C2C=CC=CC=2)([P](C2C=CC=CC=2)(C2C=CC=CC=2)C2C=CC=CC=2)[P](C2C=CC=CC=2)(C2C=CC=CC=2)C2C=CC=CC=2)(C2C=CC=CC=2)C2C=CC=CC=2)=CC=1. The product is [CH3:1][NH:2][S:3]([C:6]1[CH:11]=[CH:10][C:9]([C:24]2[N:23]=[C:22]([NH:21][C:20](=[O:29])[O:19][C:15]([CH3:17])([CH3:16])[CH3:18])[CH:27]=[CH:26][CH:25]=2)=[CH:8][CH:7]=1)(=[O:5])=[O:4]. The yield is 0.580.